From a dataset of Forward reaction prediction with 1.9M reactions from USPTO patents (1976-2016). Predict the product of the given reaction. (1) Given the reactants [OH:1][C:2]1[C:7](C(O)=O)=[CH:6][N:5]=[C:4]([C:11]2[CH:16]=[CH:15][CH:14]=[CH:13][N:12]=2)[N:3]=1.C1C=CC(P(N=[N+]=[N-])(C2C=CC=CC=2)=[O:24])=CC=1.CC[N:36]([CH2:39]C)CC.[CH2:41]([OH:48])[C:42]1[CH:47]=[CH:46][CH:45]=[CH:44][CH:43]=1, predict the reaction product. The product is: [OH:1][C:2]1[C:7]([NH:36][C:39](=[O:24])[O:48][CH2:41][C:42]2[CH:47]=[CH:46][CH:45]=[CH:44][CH:43]=2)=[CH:6][N:5]=[C:4]([C:11]2[CH:16]=[CH:15][CH:14]=[CH:13][N:12]=2)[N:3]=1. (2) Given the reactants Br[C:2]1[CH:7]=[CH:6][C:5](Br)=[CH:4][C:3]=1[F:9].C([Sn](CCCC)(CCCC)C([O:17][CH2:18][CH3:19])=C)CCC.Cl.C1C[O:32][CH2:31][CH2:30]1, predict the reaction product. The product is: [C:31]([C:5]1[CH:6]=[CH:7][C:2]([C:18](=[O:17])[CH3:19])=[C:3]([F:9])[CH:4]=1)(=[O:32])[CH3:30]. (3) Given the reactants [C:1]([O:4][C@@H:5]1[C@H:9]([O:10][C:11](=[O:13])[CH3:12])[C@@H:8]([C:14]#[CH:15])[O:7][C@H:6]1[N:16]1[CH:24]=[N:23][C:22]2[C:17]1=[N:18][CH:19]=[N:20][C:21]=2Cl)(=[O:3])[CH3:2].[F:26][C:27]1[CH:28]=[C:29]([CH:31]=[CH:32][C:33]=1[F:34])[NH2:30], predict the reaction product. The product is: [C:1]([O:4][C@@H:5]1[C@H:9]([O:10][C:11](=[O:13])[CH3:12])[C@@H:8]([C:14]#[CH:15])[O:7][C@H:6]1[N:16]1[CH:24]=[N:23][C:22]2[C:17]1=[N:18][CH:19]=[N:20][C:21]=2[NH:30][C:29]1[CH:31]=[CH:32][C:33]([F:34])=[C:27]([F:26])[CH:28]=1)(=[O:3])[CH3:2]. (4) Given the reactants [C:1]([O:4][C:5]1[CH:13]=[C:12]2[C:8]([C@H:9]([CH2:21][Cl:22])[CH2:10][N:11]2C(OC(C)(C)C)=O)=[C:7]2[S:23][C:24]([CH3:26])=[CH:25][C:6]=12)(=[O:3])[CH3:2], predict the reaction product. The product is: [C:1]([O:4][C:5]1[CH:13]=[C:12]2[C:8]([C@H:9]([CH2:21][Cl:22])[CH2:10][NH:11]2)=[C:7]2[S:23][C:24]([CH3:26])=[CH:25][C:6]=12)(=[O:3])[CH3:2]. (5) The product is: [ClH:31].[F:22][C:19]1[CH:18]=[CH:17][C:16]([C:15]2[C:10]3[CH2:9][NH:8][CH2:30][CH2:29][C:11]=3[N:12]=[C:13]([N:23]3[CH2:27][CH2:26][CH2:25][CH:24]3[CH3:28])[N:14]=2)=[CH:21][CH:20]=1. Given the reactants C(OC([N:8]1[CH2:30][CH2:29][C:11]2[N:12]=[C:13]([N:23]3[CH2:27][CH2:26][CH2:25][CH:24]3[CH3:28])[N:14]=[C:15]([C:16]3[CH:21]=[CH:20][C:19]([F:22])=[CH:18][CH:17]=3)[C:10]=2[CH2:9]1)=O)(C)(C)C.[ClH:31], predict the reaction product. (6) Given the reactants Cl[C:2]1[C:7]([N+:8]([O-:10])=[O:9])=[CH:6][C:5]([N+:11]([O-:13])=[O:12])=[CH:4][C:3]=1[C:14]([F:17])([F:16])[F:15].[C:18]([N:21]1[CH2:26][CH2:25][NH:24][CH2:23][CH2:22]1)(=[O:20])[CH3:19], predict the reaction product. The product is: [C:18]([N:21]1[CH2:26][CH2:25][N:24]([C:2]2[C:3]([C:14]([F:17])([F:16])[F:15])=[CH:4][C:5]([N+:11]([O-:13])=[O:12])=[CH:6][C:7]=2[N+:8]([O-:10])=[O:9])[CH2:23][CH2:22]1)(=[O:20])[CH3:19].